Predict the reactants needed to synthesize the given product. From a dataset of Full USPTO retrosynthesis dataset with 1.9M reactions from patents (1976-2016). (1) Given the product [OH:2][CH2:3][CH2:4][N:5]([CH3:53])[CH2:6][CH2:7][N:8]([CH3:52])[C:9](=[O:51])[C:10]1[CH:50]=[CH:49][CH:48]=[C:12]([C:13]([NH:15][C:16]2[CH:21]=[CH:20][C:19]([N:22]3[CH2:27][CH2:26][CH2:25][CH2:24][CH2:23]3)=[CH:18][C:17]=2[C:28]2[CH:33]=[C:32]([C:34](=[O:47])[NH:35][CH2:36][C:37]3[CH:42]=[CH:41][CH:40]=[C:39]([C:43]([F:44])([F:46])[F:45])[CH:38]=3)[CH:31]=[CH:30][N:29]=2)=[O:14])[CH:11]=1, predict the reactants needed to synthesize it. The reactants are: C[O:2][CH2:3][CH2:4][N:5]([CH3:53])[CH2:6][CH2:7][N:8]([CH3:52])[C:9](=[O:51])[C:10]1[CH:50]=[CH:49][CH:48]=[C:12]([C:13]([NH:15][C:16]2[CH:21]=[CH:20][C:19]([N:22]3[CH2:27][CH2:26][CH2:25][CH2:24][CH2:23]3)=[CH:18][C:17]=2[C:28]2[CH:33]=[C:32]([C:34](=[O:47])[NH:35][CH2:36][C:37]3[CH:42]=[CH:41][CH:40]=[C:39]([C:43]([F:46])([F:45])[F:44])[CH:38]=3)[CH:31]=[CH:30][N:29]=2)=[O:14])[CH:11]=1.CNCCO. (2) Given the product [CH2:13]([C:15]1[O:19][C:18]([CH:20]([C:7]2[CH:12]=[CH:11][CH:10]=[CH:9][N:8]=2)[OH:21])=[CH:17][CH:16]=1)[CH3:14], predict the reactants needed to synthesize it. The reactants are: C([Li])CCC.Br[C:7]1[CH:12]=[CH:11][CH:10]=[CH:9][N:8]=1.[CH2:13]([C:15]1[O:19][C:18]([CH:20]=[O:21])=[CH:17][CH:16]=1)[CH3:14].